This data is from Forward reaction prediction with 1.9M reactions from USPTO patents (1976-2016). The task is: Predict the product of the given reaction. (1) Given the reactants FC(F)(F)S(O[C:7]1[C:12]([N:13]([CH2:18][CH3:19])[S:14]([CH3:17])(=[O:16])=[O:15])=[CH:11][N:10]2[N:20]=[C:21]([C:27]3[CH:32]=[CH:31][C:30]([F:33])=[CH:29][CH:28]=3)[C:22]([C:23](=[O:26])[NH:24][CH3:25])=[C:9]2[CH:8]=1)(=O)=O.[N:36]1[CH:41]=[CH:40][CH:39]=[CH:38][C:37]=1[C:42]1([NH:45][C:46](=[O:62])[C:47]2[CH:52]=[CH:51][CH:50]=[C:49](B3OC(C)(C)C(C)(C)O3)[CH:48]=2)[CH2:44][CH2:43]1.C(=O)([O-])[O-].[Cs+].[Cs+].O, predict the reaction product. The product is: [CH2:18]([N:13]([C:12]1[C:7]([C:51]2[CH:50]=[CH:49][CH:48]=[C:47]([C:46](=[O:62])[NH:45][C:42]3([C:37]4[CH:38]=[CH:39][CH:40]=[CH:41][N:36]=4)[CH2:43][CH2:44]3)[CH:52]=2)=[CH:8][C:9]2[N:10]([N:20]=[C:21]([C:27]3[CH:32]=[CH:31][C:30]([F:33])=[CH:29][CH:28]=3)[C:22]=2[C:23]([NH:24][CH3:25])=[O:26])[CH:11]=1)[S:14]([CH3:17])(=[O:15])=[O:16])[CH3:19]. (2) Given the reactants [CH3:1][O:2][CH2:3][CH2:4][O:5][CH2:6][C:7]1[CH:16]=[C:15]2[C:10]([CH:11]=[CH:12][C:13]([CH2:17][OH:18])=[CH:14]2)=[CH:9][CH:8]=1, predict the reaction product. The product is: [CH3:1][O:2][CH2:3][CH2:4][O:5][CH2:6][C:7]1[CH:16]=[C:15]2[C:10]([CH:11]=[CH:12][C:13]([CH:17]=[O:18])=[CH:14]2)=[CH:9][CH:8]=1.